From a dataset of Forward reaction prediction with 1.9M reactions from USPTO patents (1976-2016). Predict the product of the given reaction. Given the reactants [Cl:1][C:2]1[CH:3]=[CH:4][C:5]([C:25]#[N:26])=[C:6]([C:8]2[C:13]([O:14][CH3:15])=[CH:12][N:11]([CH2:16][C:17]([O:19][C:20]([CH3:23])([CH3:22])[CH3:21])=[O:18])[C:10](=[O:24])[CH:9]=2)[CH:7]=1.[O:27]1[CH2:31][CH2:30][CH:29]([CH:32]=[O:33])[CH2:28]1.[Cl-].[NH4+], predict the reaction product. The product is: [Cl:1][C:2]1[CH:3]=[CH:4][C:5]([C:25]#[N:26])=[C:6]([C:8]2[C:13]([O:14][CH3:15])=[CH:12][N:11]([CH:16]([CH:32]([OH:33])[CH:29]3[CH2:30][CH2:31][O:27][CH2:28]3)[C:17]([O:19][C:20]([CH3:21])([CH3:22])[CH3:23])=[O:18])[C:10](=[O:24])[CH:9]=2)[CH:7]=1.